From a dataset of Forward reaction prediction with 1.9M reactions from USPTO patents (1976-2016). Predict the product of the given reaction. Given the reactants [NH2:1][C:2]1[CH:7]=[CH:6][C:5]([C:8]([N:10]2[CH2:14][CH2:13][CH2:12][CH2:11]2)=O)=[CH:4][C:3]=1[Cl:15], predict the reaction product. The product is: [Cl:15][C:3]1[CH:4]=[C:5]([CH2:8][N:10]2[CH2:11][CH2:12][CH2:13][CH2:14]2)[CH:6]=[CH:7][C:2]=1[NH2:1].